This data is from Catalyst prediction with 721,799 reactions and 888 catalyst types from USPTO. The task is: Predict which catalyst facilitates the given reaction. (1) Reactant: [BH4-].[Na+].[CH3:3][C:4]1([CH3:15])[CH2:9][C:8](=[O:10])[CH2:7][CH2:6][CH:5]1[C:11]([O:13][CH3:14])=[O:12].Cl. Product: [OH:10][CH:8]1[CH2:7][CH2:6][CH:5]([C:11]([O:13][CH3:14])=[O:12])[C:4]([CH3:15])([CH3:3])[CH2:9]1. The catalyst class is: 8. (2) Reactant: C[O:2][C:3](=[O:38])[CH2:4][C@H:5]1[C:9]2[CH:10]=[CH:11][C:12]([O:14][CH2:15][C:16]3[CH:17]=[C:18]([C:22]4[C:27]([CH3:28])=[CH:26][C:25]([O:29][CH2:30][CH2:31][CH2:32][S:33]([CH3:36])(=[O:35])=[O:34])=[CH:24][C:23]=4[CH3:37])[CH:19]=[CH:20][CH:21]=3)=[CH:13][C:8]=2[O:7][CH2:6]1.CO.[OH-].[Na+].Cl. Product: [CH3:28][C:27]1[CH:26]=[C:25]([O:29][CH2:30][CH2:31][CH2:32][S:33]([CH3:36])(=[O:35])=[O:34])[CH:24]=[C:23]([CH3:37])[C:22]=1[C:18]1[CH:19]=[CH:20][CH:21]=[C:16]([CH2:15][O:14][C:12]2[CH:11]=[CH:10][C:9]3[C@H:5]([CH2:4][C:3]([OH:38])=[O:2])[CH2:6][O:7][C:8]=3[CH:13]=2)[CH:17]=1. The catalyst class is: 132. (3) Reactant: C([O:3][C:4]([C@@H:6]1[CH2:11][C@:10]2([CH3:12])[C@@H:8]([CH2:9]2)[N:7]1[C:13]([O:15][C:16]([CH3:19])([CH3:18])[CH3:17])=[O:14])=[O:5])C.[OH-].[K+].Cl.C(Cl)Cl. Product: [C:16]([O:15][C:13]([N:7]1[C@H:6]([C:4]([OH:5])=[O:3])[CH2:11][C@:10]2([CH3:12])[C@H:8]1[CH2:9]2)=[O:14])([CH3:19])([CH3:17])[CH3:18]. The catalyst class is: 200. (4) Reactant: [CH2:1]([O:8][CH2:9][CH2:10][CH2:11][CH2:12][C@@H:13]([C:32](OC)=[O:33])[N:14]([S:20]([C:23]1[CH:28]=[CH:27][C:26]([C@@H:29]([OH:31])[CH3:30])=[CH:25][CH:24]=1)(=[O:22])=[O:21])[CH2:15][CH2:16][CH:17]([CH3:19])[CH3:18])[C:2]1[CH:7]=[CH:6][CH:5]=[CH:4][CH:3]=1.[BH4-].[Li+]. Product: [CH2:1]([O:8][CH2:9][CH2:10][CH2:11][CH2:12][C@H:13]([N:14]([CH2:15][CH2:16][CH:17]([CH3:19])[CH3:18])[S:20]([C:23]1[CH:24]=[CH:25][C:26]([C@@H:29]([OH:31])[CH3:30])=[CH:27][CH:28]=1)(=[O:22])=[O:21])[CH2:32][OH:33])[C:2]1[CH:3]=[CH:4][CH:5]=[CH:6][CH:7]=1. The catalyst class is: 1. (5) Reactant: [CH3:1][NH:2][C:3]1[N:8]=[C:7]([CH2:9][CH2:10][O:11][C:12]2[CH:17]=[CH:16][C:15]([CH2:18][C@@H:19]([C:26]3[S:27][CH:28]=[CH:29][N:30]=3)[CH2:20][C:21]([O:23]CC)=[O:22])=[CH:14][CH:13]=2)[CH:6]=[CH:5][CH:4]=1.CNC1N=C(CCOC2C=CC(CC(C3SC=CN=3)CC(OCC)=O)=CC=2)C=CC=1. Product: [CH3:1][NH:2][C:3]1[N:8]=[C:7]([CH2:9][CH2:10][O:11][C:12]2[CH:17]=[CH:16][C:15]([CH2:18][C@@H:19]([C:26]3[S:27][CH:28]=[CH:29][N:30]=3)[CH2:20][C:21]([OH:23])=[O:22])=[CH:14][CH:13]=2)[CH:6]=[CH:5][CH:4]=1. The catalyst class is: 6. (6) Reactant: [NH2:1][N:2]1[N:11]=[C:10]([C:12]([F:15])([F:14])[F:13])[C:9]2[C:4](=[CH:5][CH:6]=[CH:7][CH:8]=2)[C:3]1=[O:16].N1C=CC=CC=1.[S:23]1[CH:27]=[CH:26][C:25]([CH2:28][C:29](Cl)=[O:30])=[CH:24]1. Product: [O:16]=[C:3]1[C:4]2[C:9](=[CH:8][CH:7]=[CH:6][CH:5]=2)[C:10]([C:12]([F:15])([F:13])[F:14])=[N:11][N:2]1[NH:1][C:29](=[O:30])[CH2:28][C:25]1[CH:26]=[CH:27][S:23][CH:24]=1. The catalyst class is: 4. (7) Reactant: O=[C:2]([NH:8][NH:9][C:10](=[O:25])[C:11]1[CH:16]=[CH:15][CH:14]=[C:13]([NH:17][S:18]([C:21]([F:24])([F:23])[F:22])(=[O:20])=[O:19])[CH:12]=1)[C:3]([O:5][CH2:6][CH3:7])=[O:4]. Product: [F:23][C:21]([F:24])([F:22])[S:18]([NH:17][C:13]1[CH:12]=[C:11]([C:10]2[O:25][C:2]([C:3]([O:5][CH2:6][CH3:7])=[O:4])=[N:8][N:9]=2)[CH:16]=[CH:15][CH:14]=1)(=[O:19])=[O:20]. The catalyst class is: 286. (8) Reactant: Cl[CH2:2][CH2:3][C:4]([CH:6]1[CH2:10][CH2:9][CH2:8][CH2:7]1)=[O:5].[N-:11]=[N+]=[N-].[Na+].[C:15]([O:22]C(OC(C)(C)C)=O)(=O)[O:16][C:17]([CH3:20])([CH3:19])[CH3:18]. Product: [C:17]([O:16][C:15](=[O:22])[NH:11][CH2:2][CH2:3][C:4]([CH:6]1[CH2:10][CH2:9][CH2:8][CH2:7]1)=[O:5])([CH3:20])([CH3:19])[CH3:18]. The catalyst class is: 248. (9) Reactant: C[Si]([N-][Si](C)(C)C)(C)C.[Na+].[Cl-].[CH3:12][O:13][CH2:14][P+](C1C=CC=CC=1)(C1C=CC=CC=1)C1C=CC=CC=1.[CH:34]12[O:41][CH:38]([CH2:39][CH2:40]1)[CH2:37][C:36](=O)[CH2:35]2. Product: [CH3:12][O:13][CH:14]=[C:36]1[CH2:37][CH:38]2[O:41][CH:34]([CH2:40][CH2:39]2)[CH2:35]1. The catalyst class is: 1. (10) Reactant: [C:1]([C:3]1[C:4]([C:15]2[CH:20]=[CH:19][CH:18]=[CH:17][C:16]=2[CH3:21])=[CH:5][C:6]([N:9]2[CH2:14][CH2:13][O:12][CH2:11][CH2:10]2)=[N:7][CH:8]=1)#[N:2].S(=O)(=O)(O)[OH:23].[OH-].[Na+]. Product: [CH3:21][C:16]1[CH:17]=[CH:18][CH:19]=[CH:20][C:15]=1[C:4]1[CH:5]=[C:6]([N:9]2[CH2:10][CH2:11][O:12][CH2:13][CH2:14]2)[N:7]=[CH:8][C:3]=1[C:1]([NH2:2])=[O:23]. The catalyst class is: 11.